Dataset: NCI-60 drug combinations with 297,098 pairs across 59 cell lines. Task: Regression. Given two drug SMILES strings and cell line genomic features, predict the synergy score measuring deviation from expected non-interaction effect. (1) Drug 1: C1C(C(OC1N2C=NC3=C(N=C(N=C32)Cl)N)CO)O. Drug 2: CC1=C(C(=CC=C1)Cl)NC(=O)C2=CN=C(S2)NC3=CC(=NC(=N3)C)N4CCN(CC4)CCO. Cell line: SW-620. Synergy scores: CSS=16.6, Synergy_ZIP=-10.6, Synergy_Bliss=-3.01, Synergy_Loewe=-3.11, Synergy_HSA=-2.70. (2) Drug 1: C1C(C(OC1N2C=C(C(=O)NC2=O)F)CO)O. Drug 2: C(CC(=O)O)C(=O)CN.Cl. Cell line: MOLT-4. Synergy scores: CSS=60.3, Synergy_ZIP=-1.16, Synergy_Bliss=-2.28, Synergy_Loewe=-20.5, Synergy_HSA=-1.79. (3) Drug 1: C1=NC2=C(N=C(N=C2N1C3C(C(C(O3)CO)O)O)F)N. Drug 2: CCN(CC)CCNC(=O)C1=C(NC(=C1C)C=C2C3=C(C=CC(=C3)F)NC2=O)C. Cell line: MOLT-4. Synergy scores: CSS=70.8, Synergy_ZIP=-2.92, Synergy_Bliss=-4.35, Synergy_Loewe=-3.03, Synergy_HSA=-1.94.